From a dataset of Forward reaction prediction with 1.9M reactions from USPTO patents (1976-2016). Predict the product of the given reaction. (1) Given the reactants [Cl:1][C:2]1[C:3]([NH:8][NH2:9])=[N:4][CH:5]=[CH:6][N:7]=1.[CH:10](OCC)(OCC)OCC.C1(C)C(C)=CC=CC=1, predict the reaction product. The product is: [Cl:1][C:2]1[C:3]2[N:4]([CH:10]=[N:9][N:8]=2)[CH:5]=[CH:6][N:7]=1. (2) Given the reactants [C:1]([O:5][C:6]([N:8]([CH3:16])[C@H:9]([C:13]([OH:15])=[O:14])[CH:10]([CH3:12])[CH3:11])=[O:7])([CH3:4])([CH3:3])[CH3:2].C(=O)([O-])[O-].[Cs+:21].[Cs+], predict the reaction product. The product is: [C:1]([O:5][C:6]([N:8]([CH3:16])[C@@H:9]([CH:10]([CH3:11])[CH3:12])[C:13]([O-:15])=[O:14])=[O:7])([CH3:4])([CH3:3])[CH3:2].[Cs+:21]. (3) Given the reactants [I-].[Na+].[H-].[Na+].N1(O[CH2:15][CH2:16][CH2:17][CH:18]([C:30]2[CH:35]=[C:34]([F:36])[C:33]([F:37])=[C:32]([F:38])[CH:31]=2)[C:19]([NH:21][NH:22][C:23]([O:25][C:26]([CH3:29])([CH3:28])[CH3:27])=[O:24])=[O:20])C2C=CC=CC=2N=N1.O.C(=O)(O)[O-].[Na+], predict the reaction product. The product is: [C:26]([O:25][C:23](=[O:24])[NH:22][N:21]1[CH2:15][CH2:16][CH2:17][CH:18]([C:30]2[CH:35]=[C:34]([F:36])[C:33]([F:37])=[C:32]([F:38])[CH:31]=2)[C:19]1=[O:20])([CH3:29])([CH3:28])[CH3:27]. (4) Given the reactants [S:1]1[C:5]2[CH:6]=[CH:7][CH:8]=[CH:9][C:4]=2[N:3]=[C:2]1[C:10]1[C:14]([NH2:15])=[CH:13][NH:12][N:11]=1.[CH:16]1([C:19](Cl)=[O:20])[CH2:18][CH2:17]1.N1C2C=CC=CC=2N=C1C1C(NC(=O)C(C)C)=CNN=1, predict the reaction product. The product is: [S:1]1[C:5]2[CH:6]=[CH:7][CH:8]=[CH:9][C:4]=2[N:3]=[C:2]1[C:10]1[C:14]([NH:15][C:19]([CH:16]2[CH2:18][CH2:17]2)=[O:20])=[CH:13][NH:12][N:11]=1. (5) Given the reactants Cl[C:2]1[C:3]2[C:4](=[CH:18][N:19](CC3C=CC(OC)=CC=3)[N:20]=2)[N:5]=[C:6]([C:8]2[CH:13]=[CH:12][CH:11]=[C:10]([S:14]([CH3:17])(=[O:16])=[O:15])[CH:9]=2)[N:7]=1.[CH3:30][C:31]1[NH:35][C:34]2[CH:36]=[CH:37][C:38]([NH2:40])=[CH:39][C:33]=2[N:32]=1.Cl, predict the reaction product. The product is: [CH3:30][C:31]1[NH:35][C:34]2[CH:36]=[CH:37][C:38]([NH:40][C:2]3[C:3]4[NH:20][N:19]=[CH:18][C:4]=4[N:5]=[C:6]([C:8]4[CH:13]=[CH:12][CH:11]=[C:10]([S:14]([CH3:17])(=[O:15])=[O:16])[CH:9]=4)[N:7]=3)=[CH:39][C:33]=2[N:32]=1. (6) Given the reactants [H-].[Na+].Cl[C:4]1[C:5]([CH2:11][NH:12][CH2:13][C@@H:14]([C:16]2[CH:21]=[CH:20][CH:19]=[CH:18][CH:17]=2)[OH:15])=[N:6][CH:7]=[C:8]([Cl:10])[N:9]=1, predict the reaction product. The product is: [Cl:10][C:8]1[CH:7]=[N:6][C:5]2[CH2:11][NH:12][CH2:13][C@@H:14]([C:16]3[CH:21]=[CH:20][CH:19]=[CH:18][CH:17]=3)[O:15][C:4]=2[N:9]=1.